From a dataset of Catalyst prediction with 721,799 reactions and 888 catalyst types from USPTO. Predict which catalyst facilitates the given reaction. (1) Reactant: Cl[C:2]1[N:7]=[C:6]([N:8]2[CH2:13][CH2:12][O:11][CH2:10][CH2:9]2)[N:5]=[C:4]([N:14]2[CH2:19][CH2:18][O:17][CH2:16][CH2:15]2)[N:3]=1.[N:20]1[CH:25]=[CH:24][CH:23]=[C:22](B2OC(C)(C)C(C)(C)O2)[CH:21]=1. Product: [N:20]1[CH:25]=[CH:24][CH:23]=[C:22]([C:2]2[N:7]=[C:6]([N:8]3[CH2:13][CH2:12][O:11][CH2:10][CH2:9]3)[N:5]=[C:4]([N:14]3[CH2:19][CH2:18][O:17][CH2:16][CH2:15]3)[N:3]=2)[CH:21]=1. The catalyst class is: 195. (2) Reactant: [CH2:1]([N:8]1[CH:12]=[C:11]([C:13](OCC)=[O:14])[C:10]([O:18][CH2:19][C:20]2[CH:25]=[CH:24][CH:23]=[C:22]([O:26][CH2:27][C:28]3[N:29]=[C:30]([C:34]4[O:35][CH:36]=[CH:37][CH:38]=4)[O:31][C:32]=3[CH3:33])[CH:21]=2)=[N:9]1)[C:2]1[CH:7]=[CH:6][CH:5]=[CH:4][CH:3]=1.[H-].[Al+3].[Li+].[H-].[H-].[H-].O.O.O.O.O.O.O.O.O.O.S([O-])([O-])(=O)=O.[Na+].[Na+]. Product: [CH2:1]([N:8]1[CH:12]=[C:11]([CH2:13][OH:14])[C:10]([O:18][CH2:19][C:20]2[CH:25]=[CH:24][CH:23]=[C:22]([O:26][CH2:27][C:28]3[N:29]=[C:30]([C:34]4[O:35][CH:36]=[CH:37][CH:38]=4)[O:31][C:32]=3[CH3:33])[CH:21]=2)=[N:9]1)[C:2]1[CH:7]=[CH:6][CH:5]=[CH:4][CH:3]=1. The catalyst class is: 54. (3) Reactant: [Cl:1][C:2]1[CH:3]=[C:4]([CH2:9][C:10]([O:12][CH3:13])=[O:11])[CH:5]=[C:6]([Cl:8])[CH:7]=1.[Br:14]N1C(=O)CCC1=O.C(OOC(=O)C1C=CC=CC=1)(=O)C1C=CC=CC=1. Product: [Br:14][CH:9]([C:4]1[CH:3]=[C:2]([Cl:1])[CH:7]=[C:6]([Cl:8])[CH:5]=1)[C:10]([O:12][CH3:13])=[O:11]. The catalyst class is: 53. (4) Reactant: CC1C=CC(S([O:11][CH2:12][CH:13]2[CH2:16][C:15](=[CH2:17])[CH2:14]2)(=O)=O)=CC=1.[Br:18][C:19]1[CH:24]=[CH:23][C:22](O)=[CH:21][C:20]=1[Cl:26].C([O-])([O-])=O.[K+].[K+]. Product: [Br:18][C:19]1[CH:24]=[CH:23][C:22]([O:11][CH2:12][CH:13]2[CH2:14][C:15](=[CH2:17])[CH2:16]2)=[CH:21][C:20]=1[Cl:26]. The catalyst class is: 3. (5) Reactant: [CH3:1][C:2]1[C:10]2[C:5](=[CH:6][CH:7]=[C:8]([C:11]3[O:15][CH:14]=[N:13][CH:12]=3)[CH:9]=2)[NH:4][N:3]=1.C[Si]([N-][Si](C)(C)C)(C)C.[Li+].[I:26]CCI.S([O-])([O-])(=O)=S.[Na+].[Na+]. Product: [I:26][C:14]1[O:15][C:11]([C:8]2[CH:9]=[C:10]3[C:5](=[CH:6][CH:7]=2)[NH:4][N:3]=[C:2]3[CH3:1])=[CH:12][N:13]=1. The catalyst class is: 332. (6) Reactant: B(Br)(Br)Br.[Cl:5][C:6]1[CH:30]=[CH:29][C:9]([C:10]([N:12]2[C:20]3[C:15](=[CH:16][C:17]([O:22]C)=[C:18]([F:21])[CH:19]=3)[C:14]([CH2:24][C:25]([OH:27])=[O:26])=[C:13]2[CH3:28])=[O:11])=[CH:8][CH:7]=1. Product: [Cl:5][C:6]1[CH:30]=[CH:29][C:9]([C:10]([N:12]2[C:20]3[C:15](=[CH:16][C:17]([OH:22])=[C:18]([F:21])[CH:19]=3)[C:14]([CH2:24][C:25]([OH:27])=[O:26])=[C:13]2[CH3:28])=[O:11])=[CH:8][CH:7]=1. The catalyst class is: 4. (7) Reactant: [CH3:1][N:2]1[C@:6]([CH2:13][OH:14])([C:7]2[CH:12]=[CH:11][CH:10]=[CH:9][CH:8]=2)[C:5](=[O:15])[N:4]([C:16]2[CH:23]=[CH:22][C:19]([C:20]#[N:21])=[C:18]([C:24]([F:27])([F:26])[F:25])[CH:17]=2)[C:3]1=[O:28].CN(C1C=CC=CN=1)C.[C:38]1(=[O:44])[O:43][C:41](=[O:42])[CH2:40][CH2:39]1. Product: [C:20]([C:19]1[CH:22]=[CH:23][C:16]([N:4]2[C:5](=[O:15])[C:6]([CH2:13][O:14][C@@H:40]([CH2:39][CH:38]=[O:44])[C:41]([OH:43])=[O:42])([C:7]3[CH:8]=[CH:9][CH:10]=[CH:11][CH:12]=3)[N:2]([CH3:1])[C:3]2=[O:28])=[CH:17][C:18]=1[C:24]([F:25])([F:27])[F:26])#[N:21]. The catalyst class is: 17.